Dataset: Catalyst prediction with 721,799 reactions and 888 catalyst types from USPTO. Task: Predict which catalyst facilitates the given reaction. Reactant: [F:1][C:2]1[CH:7]=[CH:6][C:5]([NH:8][C:9]2[C:14]([CH3:15])=[CH:13][C:12]([CH3:16])=[CH:11][C:10]=2[CH3:17])=[C:4]([N+:18]([O-])=O)[CH:3]=1. Product: [F:1][C:2]1[CH:3]=[C:4]([NH2:18])[C:5]([NH:8][C:9]2[C:10]([CH3:17])=[CH:11][C:12]([CH3:16])=[CH:13][C:14]=2[CH3:15])=[CH:6][CH:7]=1. The catalyst class is: 153.